Dataset: Forward reaction prediction with 1.9M reactions from USPTO patents (1976-2016). Task: Predict the product of the given reaction. The product is: [CH3:25][C:24]1[CH:23]=[C:22]([CH3:26])[NH:21][C:20](=[O:27])[C:19]=1[CH2:18][NH:17][C:15]([C:4]1[C:5]2[C:6]([CH3:14])=[N:7][N:8]([CH:11]([CH3:13])[CH3:12])[C:9]=2[CH:10]=[C:2]([C:38]2[CH:37]=[N:36][C:35]([N:32]3[CH2:31][CH2:30][N:29]([CH3:28])[CH2:34][CH2:33]3)=[CH:40][CH:39]=2)[CH:3]=1)=[O:16]. Given the reactants Br[C:2]1[CH:3]=[C:4]([C:15]([NH:17][CH2:18][C:19]2[C:20](=[O:27])[NH:21][C:22]([CH3:26])=[CH:23][C:24]=2[CH3:25])=[O:16])[C:5]2[C:6]([CH3:14])=[N:7][N:8]([CH:11]([CH3:13])[CH3:12])[C:9]=2[CH:10]=1.[CH3:28][N:29]1[CH2:34][CH2:33][N:32]([C:35]2[CH:40]=[CH:39][C:38](B3OC(C)(C)C(C)(C)O3)=[CH:37][N:36]=2)[CH2:31][CH2:30]1.C(=O)([O-])[O-].[Na+].[Na+], predict the reaction product.